Dataset: Full USPTO retrosynthesis dataset with 1.9M reactions from patents (1976-2016). Task: Predict the reactants needed to synthesize the given product. (1) Given the product [CH2:1]([O:3][C:4](=[O:17])[CH2:5][N:6]1[C:10]([CH3:11])=[C:9]([CH2:12][C:13]([NH:58][CH2:57][C:51]2[CH:52]=[CH:53][C:54]([F:56])=[CH:55][C:50]=2[Cl:49])=[O:15])[C:8]([CH3:16])=[N:7]1)[CH3:2], predict the reactants needed to synthesize it. The reactants are: [CH2:1]([O:3][C:4](=[O:17])[CH2:5][N:6]1[C:10]([CH3:11])=[C:9]([CH2:12][C:13]([OH:15])=O)[C:8]([CH3:16])=[N:7]1)[CH3:2].CCN=C=NCCCN(C)C.Cl.ON1C2C=CC=CC=2N=N1.C(N(C(C)C)CC)(C)C.[Cl:49][C:50]1[CH:55]=[C:54]([F:56])[CH:53]=[CH:52][C:51]=1[CH2:57][NH2:58]. (2) Given the product [OH:6][C:7]1[CH:28]=[CH:27][C:10]2[CH2:11][CH:12]([CH2:22][C:23]([O:25][CH3:26])=[O:24])[C:13](=[O:21])[N:14]([CH3:16])[CH2:15][C:9]=2[CH:8]=1, predict the reactants needed to synthesize it. The reactants are: B(Br)(Br)Br.C[O:6][C:7]1[CH:28]=[CH:27][C:10]2[CH2:11][CH:12]([CH2:22][C:23]([O:25][CH3:26])=[O:24])[C:13](=[O:21])[N:14]([CH2:16]C(F)(F)F)[CH2:15][C:9]=2[CH:8]=1. (3) Given the product [CH2:1]([O:3][C:4](=[O:22])[CH2:5][C:6]1[N:7]=[C:8]([NH:23][CH2:24][C:25]2[CH:30]=[CH:29][CH:28]=[CH:27][N:26]=2)[C:9]2[C:14]([C:15]3[CH:20]=[CH:19][CH:18]=[CH:17][CH:16]=3)=[CH:13][S:12][C:10]=2[N:11]=1)[CH3:2], predict the reactants needed to synthesize it. The reactants are: [CH2:1]([O:3][C:4](=[O:22])[CH2:5][C:6]1[N:7]=[C:8](Cl)[C:9]2[C:14]([C:15]3[CH:20]=[CH:19][CH:18]=[CH:17][CH:16]=3)=[CH:13][S:12][C:10]=2[N:11]=1)[CH3:2].[NH2:23][CH2:24][C:25]1[CH:30]=[CH:29][CH:28]=[CH:27][N:26]=1.C(N(CC)CC)C.C(O)C. (4) Given the product [CH2:1]([O:3][C:4](=[O:25])[CH2:5][O:6][C:7]1[CH:12]=[C:11]([CH3:13])[C:10]([S:14][C:15]2[CH:20]=[CH:19][C:18]([CH2:21][NH:32][C:31]3[CH:33]=[CH:34][C:28]([C:27]([F:26])([F:35])[F:36])=[CH:29][CH:30]=3)=[CH:17][C:16]=2[CH3:23])=[CH:9][C:8]=1[CH3:24])[CH3:2], predict the reactants needed to synthesize it. The reactants are: [CH2:1]([O:3][C:4](=[O:25])[CH2:5][O:6][C:7]1[CH:12]=[C:11]([CH3:13])[C:10]([S:14][C:15]2[CH:20]=[CH:19][C:18]([CH:21]=O)=[CH:17][C:16]=2[CH3:23])=[CH:9][C:8]=1[CH3:24])[CH3:2].[F:26][C:27]([F:36])([F:35])[C:28]1[CH:34]=[CH:33][C:31]([NH2:32])=[CH:30][CH:29]=1.CC(O)=O.C(O[BH-](OC(=O)C)OC(=O)C)(=O)C.[Na+].